This data is from Forward reaction prediction with 1.9M reactions from USPTO patents (1976-2016). The task is: Predict the product of the given reaction. Given the reactants C1COC2C=CC(NC3C(F)=CN=C(NC4C=CC=C(O)C=4)N=3)=CC=2O1.Cl[C:28]1[N:33]=[C:32]([NH:34][C:35]2[CH:40]=[CH:39][C:38]([O:41][CH:42]([CH3:44])[CH3:43])=[CH:37][CH:36]=2)[C:31]([F:45])=[CH:30][N:29]=1.[CH3:46][O:47][C:48]([C:50]1[O:51][C:52]2[CH:58]=[CH:57][C:56]([NH2:59])=[CH:55][C:53]=2[CH:54]=1)=[O:49], predict the reaction product. The product is: [F:45][C:31]1[C:32]([NH:34][C:35]2[CH:40]=[CH:39][C:38]([O:41][CH:42]([CH3:44])[CH3:43])=[CH:37][CH:36]=2)=[N:33][C:28]([NH:59][C:56]2[CH:57]=[CH:58][C:52]3[O:51][C:50]([C:48]([O:47][CH3:46])=[O:49])=[CH:54][C:53]=3[CH:55]=2)=[N:29][CH:30]=1.